From a dataset of Forward reaction prediction with 1.9M reactions from USPTO patents (1976-2016). Predict the product of the given reaction. (1) Given the reactants [S:1]([N:11]1[C:19]2[CH:18]=[CH:17][N:16]=[C:15]([C:20](=O)[CH3:21])[C:14]=2[CH:13]=[CH:12]1)([C:4]1[CH:10]=[CH:9][C:7]([CH3:8])=[CH:6][CH:5]=1)(=[O:3])=[O:2].Cl.[NH2:24][OH:25].CC([O-])=O.[Na+], predict the reaction product. The product is: [S:1]([N:11]1[C:19]2[CH:18]=[CH:17][N:16]=[C:15]([C:20](=[N:24][OH:25])[CH3:21])[C:14]=2[CH:13]=[CH:12]1)([C:4]1[CH:10]=[CH:9][C:7]([CH3:8])=[CH:6][CH:5]=1)(=[O:3])=[O:2]. (2) The product is: [C:14]([CH:7]([C:8]1[CH:13]=[CH:12][CH:11]=[CH:10][CH:9]=1)[CH:6]([CH3:16])[C:5]([OH:17])=[O:4])#[N:15]. Given the reactants [I-].[Li+].C[O:4][C:5](=[O:17])[CH:6]([CH3:16])[CH:7]([C:14]#[N:15])[C:8]1[CH:13]=[CH:12][CH:11]=[CH:10][CH:9]=1.OS(O)(=O)=O, predict the reaction product. (3) Given the reactants Br[C:2]1[CH:8]=[C:7]([F:9])[C:5]([NH2:6])=[C:4]([Cl:10])[CH:3]=1.[O:11]1[C:15]2[CH:16]=[CH:17][C:18](B(O)O)=[CH:19][C:14]=2[O:13][CH2:12]1, predict the reaction product. The product is: [O:11]1[C:15]2[CH:16]=[CH:17][C:18]([C:2]3[CH:8]=[C:7]([F:9])[C:5]([NH2:6])=[C:4]([Cl:10])[CH:3]=3)=[CH:19][C:14]=2[O:13][CH2:12]1. (4) The product is: [CH2:20]([S:19][C:16]1[CH:17]=[CH:18][C:13]([NH:12][C:6]2[CH:7]=[C:2]([Br:1])[C:3]([Cl:11])=[CH:4][C:5]=2[O:9][CH3:10])=[C:14](/[CH:27]=[CH:28]/[C:29]([O:31][CH2:32][CH3:33])=[O:30])[CH:15]=1)[C:21]1[CH:22]=[CH:23][CH:24]=[CH:25][CH:26]=1. Given the reactants [Br:1][C:2]1[CH:7]=[C:6](I)[C:5]([O:9][CH3:10])=[CH:4][C:3]=1[Cl:11].[NH2:12][C:13]1[CH:18]=[CH:17][C:16]([S:19][CH2:20][C:21]2[CH:26]=[CH:25][CH:24]=[CH:23][CH:22]=2)=[CH:15][C:14]=1/[CH:27]=[CH:28]/[C:29]([O:31][CH2:32][CH3:33])=[O:30].CC1(C)C2C(=C(P(C3C=CC=CC=3)C3C=CC=CC=3)C=CC=2)OC2C(P(C3C=CC=CC=3)C3C=CC=CC=3)=CC=CC1=2.C(=O)([O-])[O-].[Cs+].[Cs+], predict the reaction product. (5) Given the reactants Br[C:2]1[CH:3]=[CH:4][C:5]2[O:11][CH2:10][CH2:9][N:8]3[C:12]([CH2:18][N:19]4[C:23]5[CH:24]=[CH:25][CH:26]=[CH:27][C:22]=5[N:21]=[C:20]4[CH3:28])=[C:13]([C:15]([NH2:17])=[O:16])[N:14]=[C:7]3[C:6]=2[CH:29]=1.BrC1C=CC2OCCN3C(CN4C=CN=C4C)=C(C(N)=O)N=C3C=2C=1.CC1NC2C=CC=CC=2N=1.[CH3:65][C:66]([OH:70])([C:68]#[CH:69])[CH3:67], predict the reaction product. The product is: [OH:70][C:66]([CH3:67])([CH3:65])[C:68]#[C:69][C:2]1[CH:3]=[CH:4][C:5]2[O:11][CH2:10][CH2:9][N:8]3[C:12]([CH2:18][N:19]4[C:23]5[CH:24]=[CH:25][CH:26]=[CH:27][C:22]=5[N:21]=[C:20]4[CH3:28])=[C:13]([C:15]([NH2:17])=[O:16])[N:14]=[C:7]3[C:6]=2[CH:29]=1. (6) Given the reactants C(OC([N:8]1[CH2:12][CH2:11][CH2:10][C@H:9]1[CH2:13][O:14][C:15]([C:24]1[CH:29]=[CH:28][CH:27]=[C:26]([NH:30][C:31]([C:33]2[C:34](F)=[N:35][CH:36]=[CH:37][CH:38]=2)=[O:32])[CH:25]=1)([C:20]([F:23])([F:22])[F:21])[C:16]([F:19])([F:18])[F:17])=O)(C)(C)C.Cl.Cl.[NH:42]1[C:46]2=[N:47][CH:48]=[CH:49][C:50]([CH2:51][NH2:52])=[C:45]2[CH:44]=[CH:43]1, predict the reaction product. The product is: [NH:42]1[C:46]2=[N:47][CH:48]=[CH:49][C:50]([CH2:51][NH:52][C:34]3[N:35]=[CH:36][CH:37]=[CH:38][C:33]=3[C:31]([NH:30][C:26]3[CH:27]=[CH:28][CH:29]=[C:24]([C:15]([O:14][CH2:13][C@@H:9]4[CH2:10][CH2:11][CH2:12][NH:8]4)([C:16]([F:18])([F:19])[F:17])[C:20]([F:22])([F:23])[F:21])[CH:25]=3)=[O:32])=[C:45]2[CH:44]=[CH:43]1. (7) The product is: [CH:27]1([CH2:26][C@H:20]([NH:19][C:15]([C:7]2[CH:6]=[N:5][C:4]([CH:1]3[CH2:2][CH2:3]3)=[C:9]([O:10][CH2:11][CH:12]3[CH2:13][CH2:14]3)[N:8]=2)=[O:17])[C:21](=[O:22])[N:23]([CH3:24])[CH3:25])[CH2:29][CH2:28]1. Given the reactants [CH:1]1([C:4]2[N:5]=[CH:6][C:7]([C:15]([OH:17])=O)=[N:8][C:9]=2[O:10][CH2:11][CH:12]2[CH2:14][CH2:13]2)[CH2:3][CH2:2]1.Cl.[NH2:19][C@@H:20]([CH2:26][CH:27]1[CH2:29][CH2:28]1)[C:21]([N:23]([CH3:25])[CH3:24])=[O:22], predict the reaction product.